Dataset: Reaction yield outcomes from USPTO patents with 853,638 reactions. Task: Predict the reaction yield, written as a fraction of the theoretical maximum amount of product (1.0 means a 100% yield; for example, 0.34 means a 34% yield). (1) The product is [C:28]([N:13]([CH2:12][CH2:11][C:4]1[C:5]2[C:10](=[CH:9][CH:8]=[CH:7][CH:6]=2)[NH:2][CH:3]=1)[CH:14]1[C:22]2[C:17](=[CH:18][C:19]([C:23]([O:25][CH2:26][CH3:27])=[O:24])=[CH:20][CH:21]=2)[CH2:16][CH2:15]1)(=[O:30])[CH3:29]. The catalyst is C(Cl)Cl. The reactants are Cl.[NH:2]1[C:10]2[C:5](=[CH:6][CH:7]=[CH:8][CH:9]=2)[C:4]([CH2:11][CH2:12][NH:13][CH:14]2[C:22]3[C:17](=[CH:18][C:19]([C:23]([O:25][CH2:26][CH3:27])=[O:24])=[CH:20][CH:21]=3)[CH2:16][CH2:15]2)=[CH:3]1.[C:28](Cl)(=[O:30])[CH3:29].CCN(CC)CC. The yield is 0.820. (2) The reactants are Br[C:2]1[N:6]2[CH:7]=[CH:8][CH:9]=[CH:10][C:5]2=[N:4][CH:3]=1.CC1(C)C(C)(C)OB([C:19]2[CH:20]=[C:21]3[C:26](=[C:27]([O:29][CH2:30][O:31][CH2:32][CH2:33][Si:34]([CH3:37])([CH3:36])[CH3:35])[CH:28]=2)[N:25]=[CH:24][N:23]([CH2:38][O:39][CH2:40][CH2:41][Si:42]([CH3:45])([CH3:44])[CH3:43])[C:22]3=[O:46])O1.C(=O)([O-])[O-].[K+].[K+].O. The catalyst is CN(C)C=O.C1(P([C-]2C=CC=C2)C2C=CC=CC=2)C=CC=CC=1.[C-]1(P(C2C=CC=CC=2)C2C=CC=CC=2)C=CC=C1.[Fe+2].[Pd](Cl)Cl. The product is [N:4]1[CH:3]=[C:2]([C:19]2[CH:20]=[C:21]3[C:26](=[C:27]([O:29][CH2:30][O:31][CH2:32][CH2:33][Si:34]([CH3:37])([CH3:35])[CH3:36])[CH:28]=2)[N:25]=[CH:24][N:23]([CH2:38][O:39][CH2:40][CH2:41][Si:42]([CH3:45])([CH3:44])[CH3:43])[C:22]3=[O:46])[N:6]2[CH:7]=[CH:8][CH:9]=[CH:10][C:5]=12. The yield is 0.180. (3) The reactants are Br[CH2:2][C:3](=O)[CH2:4][CH2:5][CH2:6][CH2:7][CH3:8].[NH2:10][C:11]1[N:16]=[N:15][C:14]([N:17]2[CH2:22][CH2:21][N:20]([C:23]([C:25]3[CH:30]=[CH:29][CH:28]=[CH:27][C:26]=3[C:31]([F:34])([F:33])[F:32])=[O:24])[CH2:19][CH2:18]2)=[CH:13][CH:12]=1. No catalyst specified. The product is [CH2:4]([C:3]1[N:10]=[C:11]2[CH:12]=[CH:13][C:14]([N:17]3[CH2:18][CH2:19][N:20]([C:23]([C:25]4[CH:30]=[CH:29][CH:28]=[CH:27][C:26]=4[C:31]([F:34])([F:33])[F:32])=[O:24])[CH2:21][CH2:22]3)=[N:15][N:16]2[CH:2]=1)[CH2:5][CH2:6][CH2:7][CH3:8]. The yield is 0.620. (4) The reactants are [CH2:1]([C:4]1[C:13]([NH:14][C@H:15]2[CH2:20][CH2:19][C@@H:18]([NH:21][C:22]([O:24][C:25]([CH3:28])([CH3:27])[CH3:26])=[O:23])[CH2:17][CH2:16]2)=[CH:12][CH:11]=[CH:10][C:5]=1[C:6]([O:8][CH3:9])=[O:7])[CH:2]=[CH2:3].[CH:29](=O)[CH3:30].CC(O)=O.[BH-](OC(C)=O)(OC(C)=O)OC(C)=O.[Na+]. The catalyst is ClCCCl.C(Cl)Cl.CCOC(C)=O.CCCCCC. The product is [CH2:1]([C:4]1[C:13]([N:14]([C@H:15]2[CH2:20][CH2:19][C@@H:18]([NH:21][C:22]([O:24][C:25]([CH3:28])([CH3:27])[CH3:26])=[O:23])[CH2:17][CH2:16]2)[CH2:29][CH3:30])=[CH:12][CH:11]=[CH:10][C:5]=1[C:6]([O:8][CH3:9])=[O:7])[CH:2]=[CH2:3]. The yield is 0.930. (5) The reactants are [C:1]([O:9][C@H:10]1[CH2:14][C@@H:13]([OH:15])[CH2:12][C@@H:11]1[C:16]1[N:20]([CH3:21])[N:19]=[CH:18][CH:17]=1)(=[O:8])[C:2]1[CH:7]=[CH:6][CH:5]=[CH:4][CH:3]=1.CC(OI1(OC(C)=O)(OC(C)=O)OC(=O)C2C=CC=CC1=2)=O.C(=O)([O-])O.[Na+]. The catalyst is ClCCl. The product is [C:1]([O:9][C@H:10]1[CH2:14][C:13](=[O:15])[CH2:12][C@@H:11]1[C:16]1[N:20]([CH3:21])[N:19]=[CH:18][CH:17]=1)(=[O:8])[C:2]1[CH:3]=[CH:4][CH:5]=[CH:6][CH:7]=1. The yield is 0.690.